This data is from Full USPTO retrosynthesis dataset with 1.9M reactions from patents (1976-2016). The task is: Predict the reactants needed to synthesize the given product. (1) The reactants are: [CH:1]1([NH:6][CH2:7][CH2:8][CH2:9][CH2:10][C:11]2[CH:16]=[CH:15][C:14]([C:17]([C:19]3[N:27]4[C:22]([CH:23]=[C:24]([C:28]([O:30][CH:31]([CH3:33])[CH3:32])=[O:29])[CH:25]=[CH:26]4)=[CH:21][C:20]=3[CH2:34][CH3:35])=[O:18])=[CH:13][CH:12]=2)[CH2:5][CH2:4][CH2:3][CH2:2]1.[CH3:36][C:37]([O:40][C:41](O[C:41]([O:40][C:37]([CH3:39])([CH3:38])[CH3:36])=[O:42])=[O:42])([CH3:39])[CH3:38]. Given the product [C:37]([O:40][C:41]([N:6]([CH:1]1[CH2:5][CH2:4][CH2:3][CH2:2]1)[CH2:7][CH2:8][CH2:9][CH2:10][C:11]1[CH:12]=[CH:13][C:14]([C:17]([C:19]2[N:27]3[C:22]([CH:23]=[C:24]([C:28]([O:30][CH:31]([CH3:32])[CH3:33])=[O:29])[CH:25]=[CH:26]3)=[CH:21][C:20]=2[CH2:34][CH3:35])=[O:18])=[CH:15][CH:16]=1)=[O:42])([CH3:39])([CH3:38])[CH3:36], predict the reactants needed to synthesize it. (2) Given the product [CH3:22][S:23][C:2]1[N:11]=[C:10]2[C:5]([CH:6]=[C:7]([C:16]([O:18][CH2:19][CH3:20])=[O:17])[C:8]([C:12]([F:15])([F:14])[F:13])=[N:9]2)=[CH:4][CH:3]=1, predict the reactants needed to synthesize it. The reactants are: Cl[C:2]1[N:11]=[C:10]2[C:5]([CH:6]=[C:7]([C:16]([O:18][CH2:19][CH3:20])=[O:17])[C:8]([C:12]([F:15])([F:14])[F:13])=[N:9]2)=[CH:4][C:3]=1F.[CH3:22][S-:23].[Na+].